From a dataset of Full USPTO retrosynthesis dataset with 1.9M reactions from patents (1976-2016). Predict the reactants needed to synthesize the given product. The reactants are: [C:1]1([CH:7]2[O:12][CH2:11][CH2:10][NH:9][CH2:8]2)[CH:6]=[CH:5][CH:4]=[CH:3][CH:2]=1.[CH2:13]([O:20][C:21]1[CH:26]=[CH:25][C:24](Br)=[CH:23][CH:22]=1)[C:14]1[CH:19]=[CH:18][CH:17]=[CH:16][CH:15]=1. Given the product [CH2:13]([O:20][C:21]1[CH:26]=[CH:25][C:24]([N:9]2[CH2:10][CH2:11][O:12][CH:7]([C:1]3[CH:2]=[CH:3][CH:4]=[CH:5][CH:6]=3)[CH2:8]2)=[CH:23][CH:22]=1)[C:14]1[CH:19]=[CH:18][CH:17]=[CH:16][CH:15]=1, predict the reactants needed to synthesize it.